Task: Predict the product of the given reaction.. Dataset: Forward reaction prediction with 1.9M reactions from USPTO patents (1976-2016) (1) Given the reactants [CH3:1][N:2]([CH3:18])[C:3]1([C:10]2[CH:15]=[CH:14][CH:13]=[C:12]([O:16][CH3:17])[CH:11]=2)[CH2:8][CH2:7][C:6](=O)[CH2:5][CH2:4]1.S([CH2:29][N+:30]#[C-])(C1C=CC(C)=CC=1)(=O)=O.CC([O-])(C)C.[K+], predict the reaction product. The product is: [CH3:1][N:2]([CH3:18])[C:3]1([C:10]2[CH:15]=[CH:14][CH:13]=[C:12]([O:16][CH3:17])[CH:11]=2)[CH2:8][CH2:7][CH:6]([C:29]#[N:30])[CH2:5][CH2:4]1. (2) Given the reactants Cl[C:2]1[CH:7]=[C:6]([C:8]([F:11])([F:10])[F:9])[CH:5]=[C:4]([CH3:12])[N:3]=1.[NH:13]1[CH2:18][CH2:17][NH:16][CH2:15][CH2:14]1.C(N(CC)CC)C, predict the reaction product. The product is: [CH3:12][C:4]1[N:3]=[C:2]([N:13]2[CH2:18][CH2:17][NH:16][CH2:15][CH2:14]2)[CH:7]=[C:6]([C:8]([F:11])([F:10])[F:9])[CH:5]=1. (3) Given the reactants C(OC(=O)[NH:7][C:8]1[CH:13]=[C:12]([C:14]([F:17])([F:16])[F:15])[CH:11]=[C:10]([NH:18][C:19](=[O:41])[CH2:20][C:21](=[O:40])[NH:22][C@@H:23]([CH2:29][NH:30][CH2:31][C:32]2[CH:37]=[CH:36][C:35]([CH3:38])=[CH:34][C:33]=2[CH3:39])[C@@H:24]([OH:28])[CH2:25][CH2:26][CH3:27])[CH:9]=1)(C)(C)C.C(O)(C(F)(F)F)=O, predict the reaction product. The product is: [NH2:7][C:8]1[CH:9]=[C:10]([NH:18][C:19](=[O:41])[CH2:20][C:21]([NH:22][C@@H:23]([CH2:29][NH:30][CH2:31][C:32]2[CH:37]=[CH:36][C:35]([CH3:38])=[CH:34][C:33]=2[CH3:39])[C@@H:24]([OH:28])[CH2:25][CH2:26][CH3:27])=[O:40])[CH:11]=[C:12]([C:14]([F:17])([F:16])[F:15])[CH:13]=1. (4) Given the reactants [CH2:1]([N:3]1[CH2:8][CH2:7][C:6]2[C:9]([C:20]3[O:24][N:23]=[C:22]([CH3:25])[N:21]=3)=[C:10]([NH:12]C(=O)OC(C)(C)C)[S:11][C:5]=2[CH2:4]1)[CH3:2].FC(F)(F)C(O)=O, predict the reaction product. The product is: [CH2:1]([N:3]1[CH2:8][CH2:7][C:6]2[C:9]([C:20]3[O:24][N:23]=[C:22]([CH3:25])[N:21]=3)=[C:10]([NH2:12])[S:11][C:5]=2[CH2:4]1)[CH3:2]. (5) Given the reactants [CH3:1][C:2]([C:4]1[CH:9]=[CH:8][C:7]([O:10][CH3:11])=[C:6]([O:12][CH3:13])[CH:5]=1)=[O:3].[Br:14]Br, predict the reaction product. The product is: [Br:14][CH2:1][C:2]([C:4]1[CH:9]=[CH:8][C:7]([O:10][CH3:11])=[C:6]([O:12][CH3:13])[CH:5]=1)=[O:3]. (6) Given the reactants [CH3:1][N:2]1[CH2:7][CH2:6][NH:5][CH2:4][CH2:3]1.[C:8]([NH:11][C:12]1[S:13][C:14]([S:18](Cl)(=[O:20])=[O:19])=[C:15]([CH3:17])[N:16]=1)(=[O:10])[CH3:9].C([N:24](CC)CC)C, predict the reaction product. The product is: [CH3:1][N:2]1[CH2:7][CH2:6][N:5]([NH:24][S:18]([C:14]2[S:13][C:12]([NH:11][C:8](=[O:10])[CH3:9])=[N:16][C:15]=2[CH3:17])(=[O:20])=[O:19])[CH2:4][CH2:3]1. (7) Given the reactants [OH:1][CH2:2][C:3]1[O:7][N:6]=[C:5]([C:8]2[CH:9]=[CH:10][C:11]([CH3:26])=[C:12]([NH:14][C:15]([C:17]3[N:21]4[CH:22]=[CH:23][CH:24]=[CH:25][C:20]4=[N:19][CH:18]=3)=[O:16])[CH:13]=2)[N:4]=1.CCN(C(C)C)C(C)C.[CH3:36][S:37](Cl)(=[O:39])=[O:38], predict the reaction product. The product is: [CH3:36][S:37]([O:1][CH2:2][C:3]1[O:7][N:6]=[C:5]([C:8]2[CH:9]=[CH:10][C:11]([CH3:26])=[C:12]([NH:14][C:15]([C:17]3[N:21]4[CH:22]=[CH:23][CH:24]=[CH:25][C:20]4=[N:19][CH:18]=3)=[O:16])[CH:13]=2)[N:4]=1)(=[O:39])=[O:38]. (8) Given the reactants Cl[C:2]1[CH:7]=[CH:6][N:5]2[N:8]=[CH:9][C:10]([C:11]([NH:13][CH:14]([C:19]3[CH:24]=[CH:23][C:22]([O:25][C:26]([F:29])([F:28])[F:27])=[C:21]([F:30])[CH:20]=3)[C:15]([OH:18])([CH3:17])[CH3:16])=[O:12])=[C:4]2[N:3]=1.Cl.[CH3:32][NH:33][CH3:34].C(N(CC)C(C)C)(C)C.O, predict the reaction product. The product is: [CH3:32][N:33]([CH3:34])[C:2]1[CH:7]=[CH:6][N:5]2[N:8]=[CH:9][C:10]([C:11]([NH:13][CH:14]([C:19]3[CH:24]=[CH:23][C:22]([O:25][C:26]([F:29])([F:27])[F:28])=[C:21]([F:30])[CH:20]=3)[C:15]([OH:18])([CH3:17])[CH3:16])=[O:12])=[C:4]2[N:3]=1. (9) Given the reactants [CH:1]1([C:7]2[C:8]3[CH:9]=[CH:10][C:11]([C:30]([O:32]C)=[O:31])=[CH:12][C:13]=3[N:14]3[C:20]=2[C:19]2[CH:21]=[CH:22][CH:23]=[CH:24][C:18]=2[N:17]([CH2:25][CH2:26][N:27]([CH3:29])[CH3:28])[CH2:16][CH2:15]3)[CH2:6][CH2:5][CH2:4][CH2:3][CH2:2]1.[OH-].[Na+], predict the reaction product. The product is: [CH:1]1([C:7]2[C:8]3[CH:9]=[CH:10][C:11]([C:30]([OH:32])=[O:31])=[CH:12][C:13]=3[N:14]3[C:20]=2[C:19]2[CH:21]=[CH:22][CH:23]=[CH:24][C:18]=2[N:17]([CH2:25][CH2:26][N:27]([CH3:29])[CH3:28])[CH2:16][CH2:15]3)[CH2:2][CH2:3][CH2:4][CH2:5][CH2:6]1. (10) Given the reactants ClC1C(C(OC)=O)=CC=C2C=1C=CN2.[NH2:15][C:16]1[CH:25]=[C:24]([Cl:26])[C:19]([C:20]([O:22][CH3:23])=[O:21])=[C:18]([Cl:27])[C:17]=1[C:28]#[CH:29], predict the reaction product. The product is: [Cl:27][C:18]1[C:19]([C:20]([O:22][CH3:23])=[O:21])=[C:24]([Cl:26])[CH:25]=[C:16]2[C:17]=1[CH:28]=[CH:29][NH:15]2.